This data is from Experimentally validated miRNA-target interactions with 360,000+ pairs, plus equal number of negative samples. The task is: Binary Classification. Given a miRNA mature sequence and a target amino acid sequence, predict their likelihood of interaction. (1) The miRNA is hsa-miR-675-3p with sequence CUGUAUGCCCUCACCGCUCA. The protein sequence of the target gene is METPPLPPACTKQGHQKPLDSKDDNTEKHCPVTVNPWHMKKAFKVMNELRSQNLLCDVTIVAEDMEISAHRVVLAACSPYFHAMFTGEMSESRAKRVRIKEVDGWTLRMLIDYVYTAEIQVTEENVQVLLPAAGLLQLQDVKKTCCEFLESQLHPVNCLGIRAFADMHACTDLLNKANTYAEQHFADVVLSEEFLNLGIEQVCSLISSDKLTISSEEKVFEAVIAWVNHDKDVRQEFMARLMEHVRLPLLPREYLVQRVEEEALVKNSSACKDYLIEAMKYHLLPTEQRILMKSVRTRLR.... Result: 0 (no interaction). (2) Result: 0 (no interaction). The protein sequence of the target gene is MGSRVSREEFEWVYTDQPHAARRKEILAKYPEIKSLMKPDHNLIWIVAMMLLVQLASFYLVKDLDWKWVIFWSYVFGSCLNHSMTLAIHEISHNFPFGHHKALWNRWFGMFANLSLGVPYSISFKRYHMDHHRYLGADKIDVDIPTDFEGWFFCTTFRKFVWVILQPLFYAFRPLFINPKPITYLEIINTVIQITFDIIIYYVFGVKSLVYMLAATLLGLGLHPISGHFIAEHYMFLKGHETYSYYGPLNLLTFNVGYHNEHHDFPNVPGKNLPMVRKIASEYYDDLPHYNSWIKVLYDF.... The miRNA is rno-miR-500-3p with sequence AAUGCACCUGGGCAAGGGUUCA. (3) The miRNA is mmu-miR-466o-5p with sequence UGAUGUGUGUGUACAUGUACAU. The protein sequence of the target gene is MFLSILVALCLWLHLALGVRGAPCEAVRIPMCRHMPWNITRMPNHLHHSTQENAILAIEQYEELVDVNCSAVLRFFLCAMYAPICTLEFLHDPIKPCKSVCQRARDDCEPLMKMYNHSWPESLACDELPVYDRGVCISPEAIVTDLPEDVKWIDITPDMMVQERPLDVDCKRLSPDRCKCKKVKPTLATYLSKNYSYVIHAKIKAVQRSGCNEVTTVVDVKEIFKSSSPIPRTQVPLITNSSCQCPHILPHQDVLIMCYEWRSRMMLLENCLVEKWRDQLSKRSIQWEERLQEQRRTVQD.... Result: 0 (no interaction). (4) The miRNA is ssc-miR-204 with sequence UUCCCUUUGUCAUCCUAUGCCU. The protein sequence of the target gene is MGKRDNRVAYMNPIAMARWRGPTQSVGPTIQDYLNRPRPTWEEVKKQLENKKTGSKALAEFEEKMNENWKKELEKSREKLLSGNESSSKKRERKKKRKKKSCRSSSSSSSSDSSSSSSDSEDEEKKQGKRRKKKKNRSYKSSQSSTHESESESKESVKKKKKSKDETEKEKDVRSLSKKRKKSYPDDKPLSSESSSESDYEEDVQAKKKRRCEEREQAKEKVKKKKKKQHKKHSKKKKKKSGSSHKSR. Result: 0 (no interaction). (5) The miRNA is hsa-miR-3921 with sequence UCUCUGAGUACCAUAUGCCUUGU. The protein sequence of the target gene is MNKDYQKFWSSPSDPVHFEVDTSHEKVESMSESDTMNVSNLSQGVMLSHSPICMETTGTTCDLPQNEIKNFERENEYESTLCEDAYGTLDNLLNDNNIENYSTNALIQPVDTISISSLRQFETVCKFHWVEAFDDEMTEKPEFQSQVYNYAKDNNIKQDSFKEENPMETSVSANTDQLGNEYFRQPPPRSPPLIHCSGEMLKFTEKSLAKSIAKESALNPSQPPSFLCKTAVPSKEIQNYGEIPEMSVSYEKEVTAEGVERPEIVSTWSSAGISWRSEACRENCEMPDWEQSAESLQPVQ.... Result: 0 (no interaction). (6) The miRNA is hsa-miR-513a-5p with sequence UUCACAGGGAGGUGUCAU. The protein sequence of the target gene is MSTPPLAASGMAPGPFAGPQAQQAAREVNTASLCRIGQETVQDIVYRTMEIFQLLRNMQLPNGVTYHTGTYQDRLTKLQDNLRQLSVLFRKLRLVYDKCNENCGGMDPIPVEQLIPYVEEDGSKNDDRAGPPRFASEERREIAEVNKKLKQKNQQLKQIMDQLRNLIWDINAMLAMRN. Result: 1 (interaction). (7) The protein sequence of the target gene is MASVTRAVFGELPSGGGTVEKFQLQSDLLRVDIISWGCTITALEVKDRQGRASDVVLGFAELEGYLQKQPYFGAVIGRVANRIAKGTFKVDGKEYHLAINKEPNSLHGGVRGFDKVLWTPRVLSNGVQFSRISPDGEEGYPGELKVWVTYTLDGGELIVNYRAQASQATPVNLTNHSYFNLAGQASPNINDHEVTIEADTYLPVDETLIPTGEVAPVQGTAFDLRKPVELGKHLQDFHLNGFDHNFCLKGSKEKHFCARVHHAASGRVLEVYTTQPGVQFYTGNFLDGTLKGKNGAVYPK.... Result: 1 (interaction). The miRNA is hsa-miR-8063 with sequence UCAAAAUCAGGAGUCGGGGCUU. (8) The miRNA is mmu-miR-466i-3p with sequence AUACACACACACAUACACACUA. The protein sequence of the target gene is MDVPEPQPDPDGGDGPGHEPGGSPQDELDFSILFDYDYLNPIEEEPIAHKAISSPSGLAYPDDVLDYGLKPCNPLASLSGEPPGRFGEPDSIGFQNFLSPVKPAGASGPSPRIEITPSHELMQAGGALRGRDAGLSPEQPALALAGVAASPRFTLPVPGYEGYREPLCLSPASSGSSASFISDTFSPYTSPCVSPNNAGPDDLCPQFQNIPAHYSPRTSPIMSPRTSLAEDSCLGRHSPVPRPASRSSSPGAKRRHSCAEALVAPLPAASPQRSRSPSPQPSPHVALQDDSIPAGYPPTA.... Result: 1 (interaction).